Dataset: Full USPTO retrosynthesis dataset with 1.9M reactions from patents (1976-2016). Task: Predict the reactants needed to synthesize the given product. (1) Given the product [Cl:1][C:2]1[C:10]2[CH:9]([CH2:11][C:12]([O:14][CH2:15][CH3:16])=[O:13])[O:8][B:7]([OH:17])[C:6]=2[CH:5]=[C:4]([O:18][CH3:21])[CH:3]=1, predict the reactants needed to synthesize it. The reactants are: [Cl:1][C:2]1[C:10]2[CH:9]([CH2:11][C:12]([O:14][CH2:15][CH3:16])=[O:13])[O:8][B:7]([OH:17])[C:6]=2[CH:5]=[C:4]([OH:18])[CH:3]=1.IC.[C:21]([O-])([O-])=O.[K+].[K+]. (2) Given the product [Cl:15][C:16]1[N:21]=[C:20]([NH:22][CH2:32][C:31]2[CH:34]=[CH:35][C:36]([O:37][CH3:38])=[C:29]([O:28][CH:23]3[CH2:27][CH2:26][CH2:25][CH2:24]3)[CH:30]=2)[CH:19]=[N:18][CH:17]=1, predict the reactants needed to synthesize it. The reactants are: O([BH-](OC(C)=O)OC(C)=O)C(C)=O.[Na+].[Cl:15][C:16]1[N:21]=[C:20]([NH2:22])[CH:19]=[N:18][CH:17]=1.[CH:23]1([O:28][C:29]2[CH:30]=[C:31]([CH:34]=[CH:35][C:36]=2[O:37][CH3:38])[CH:32]=O)[CH2:27][CH2:26][CH2:25][CH2:24]1. (3) The reactants are: C([Li])CCC.Br[C:7]1[CH:8]=[CH:9][C:10]([O:13][CH3:14])=[N:11][CH:12]=1.[F:15][C:16]([F:25])([F:24])[CH:17]1[CH2:22][CH2:21][C:20](=[O:23])[CH2:19][CH2:18]1. Given the product [CH3:14][O:13][C:10]1[N:11]=[CH:12][C:7]([C:20]2([OH:23])[CH2:19][CH2:18][CH:17]([C:16]([F:24])([F:25])[F:15])[CH2:22][CH2:21]2)=[CH:8][CH:9]=1, predict the reactants needed to synthesize it. (4) Given the product [N:19]([CH2:6][C:7]1([CH3:18])[CH2:11][C:10]2[CH:12]=[C:13]([Br:17])[CH:14]=[C:15]([Cl:16])[C:9]=2[O:8]1)=[N+:20]=[N-:21], predict the reactants needed to synthesize it. The reactants are: CS(O[CH2:6][C:7]1([CH3:18])[CH2:11][C:10]2[CH:12]=[C:13]([Br:17])[CH:14]=[C:15]([Cl:16])[C:9]=2[O:8]1)(=O)=O.[N-:19]=[N+:20]=[N-:21].[Na+].C([O-])([O-])=O.[K+].[K+].O. (5) Given the product [CH3:26][S:25][C:7]1[NH:6][C:5](=[O:4])[C:10]([C:11]([NH2:12])=[O:13])=[C:9]([NH:14][C:15]2[CH:16]=[N:17][C:18]3[C:23]([CH:24]=2)=[CH:22][CH:21]=[CH:20][CH:19]=3)[N:8]=1, predict the reactants needed to synthesize it. The reactants are: C([O:4][C:5]1[C:10]([C:11](=[O:13])[NH2:12])=[C:9]([NH:14][C:15]2[CH:16]=[N:17][C:18]3[C:23]([CH:24]=2)=[CH:22][CH:21]=[CH:20][CH:19]=3)[N:8]=[C:7]([S:25][CH3:26])[N:6]=1)(=O)C.C(O)C.[OH-].[Na+].Cl. (6) Given the product [N:15]1([CH2:14][CH:12]2[O:11][C:10](=[O:24])[NH:9][CH2:13]2)[CH:19]=[CH:18][N:17]=[N:16]1, predict the reactants needed to synthesize it. The reactants are: Cl.FC1C=C([N:9]2[CH2:13][CH:12]([CH2:14][N:15]3[CH:19]=[C:18]([Si](C)(C)C)[N:17]=[N:16]3)[O:11][C:10]2=[O:24])C=CC=1C1C=CC(CNCC2N=NN(CC3C=CC(OC)=CC=3)C=2)=CC=1.[F-].C([N+](CCCC)(CCCC)CCCC)CCC.C1COCC1. (7) Given the product [OH:41][NH:42][C:36]([CH:32]([NH:31][S:28]([C:25]1[CH:26]=[CH:27][C:22]([C:18]2[CH:19]=[CH:20][CH:21]=[C:16]([CH2:15][NH:14][C:12]([C:4]3[NH:3][C:2](=[O:1])[C:11]4[C:6](=[CH:7][CH:8]=[CH:9][CH:10]=4)[N:5]=3)=[O:13])[CH:17]=2)=[CH:23][CH:24]=1)(=[O:29])=[O:30])[CH:33]([CH3:34])[CH3:35])=[O:37], predict the reactants needed to synthesize it. The reactants are: [O:1]=[C:2]1[C:11]2[C:6](=[CH:7][CH:8]=[CH:9][CH:10]=2)[N:5]=[C:4]([C:12]([NH:14][CH2:15][C:16]2[CH:17]=[C:18]([C:22]3[CH:27]=[CH:26][C:25]([S:28]([NH:31][C@H:32]([C:36](O)=[O:37])[CH:33]([CH3:35])[CH3:34])(=[O:30])=[O:29])=[CH:24][CH:23]=3)[CH:19]=[CH:20][CH:21]=2)=[O:13])[NH:3]1.C[Si](C)(C)[O:41][NH2:42].Cl.CN(C)CCCN=C=NCC.ON1C2C=CC=CC=2N=N1. (8) Given the product [C:1]1([N:7]2[C:8](=[O:13])[CH:18]3[O:17][CH:10]([CH:9]=[CH:19]3)[C:11]2=[O:12])[CH:2]=[CH:3][CH:4]=[CH:5][CH:6]=1, predict the reactants needed to synthesize it. The reactants are: [C:1]1([N:7]2[C:11](=[O:12])[CH:10]=[CH:9][C:8]2=[O:13])[CH:6]=[CH:5][CH:4]=[CH:3][CH:2]=1.C(#N)C.[O:17]1C=C[CH:19]=[CH:18]1. (9) Given the product [Cl:1][C:2]1[CH:18]=[CH:17][C:5]2[CH2:6][CH2:7][N:8]([C:11](=[O:16])[C:12]([F:14])([F:13])[F:15])[CH2:9][CH2:10][C:4]=2[C:3]=1[N:19]1[CH2:22][CH:21]([OH:23])[CH2:20]1, predict the reactants needed to synthesize it. The reactants are: [Cl:1][C:2]1[CH:18]=[CH:17][C:5]2[CH2:6][CH2:7][N:8]([C:11](=[O:16])[C:12]([F:15])([F:14])[F:13])[CH2:9][CH2:10][C:4]=2[C:3]=1[N:19]1[CH2:22][CH:21]([O:23][Si](C(C)(C)C)(C)C)[CH2:20]1.[F-].C([N+](CCCC)(CCCC)CCCC)CCC.C(O)(=O)C. (10) Given the product [NH:1]([CH:2]1[CH2:3][CH2:4][N:5]([C:8]([O:10][CH2:11][C:12]2[CH:17]=[CH:16][CH:15]=[CH:14][CH:13]=2)=[O:9])[CH2:6][CH2:7]1)[C:23]([NH2:24])=[NH:18], predict the reactants needed to synthesize it. The reactants are: [NH2:1][CH:2]1[CH2:7][CH2:6][N:5]([C:8]([O:10][CH2:11][C:12]2[CH:17]=[CH:16][CH:15]=[CH:14][CH:13]=2)=[O:9])[CH2:4][CH2:3]1.[N:18]1([C:23](=N)[NH2:24])C=CC=N1.